The task is: Predict the reactants needed to synthesize the given product.. This data is from Full USPTO retrosynthesis dataset with 1.9M reactions from patents (1976-2016). (1) Given the product [C:10]1([O:9][C:8](=[O:16])[NH:25][C@H:18]2[C@@H:17]([NH2:26])[CH2:24][CH2:23][CH:22]=[CH:21][CH2:20][CH2:19]2)[CH:11]=[CH:12][CH:13]=[CH:14][CH:15]=1, predict the reactants needed to synthesize it. The reactants are: C1(O[C:8](=[O:16])[O:9][C:10]2[CH:15]=[CH:14][CH:13]=[CH:12][CH:11]=2)C=CC=CC=1.[C@@H:17]1([NH2:26])[CH2:24][CH2:23][CH:22]=[CH:21][CH2:20][CH2:19][C@@H:18]1[NH2:25]. (2) Given the product [C:7]([O:1][C@H:2]([CH3:6])[C:3]([NH2:5])=[O:4])(=[O:9])[CH3:8], predict the reactants needed to synthesize it. The reactants are: [OH:1][C@H:2]([CH3:6])[C:3]([NH2:5])=[O:4].[C:7](Cl)(=[O:9])[CH3:8].CN1CCOCC1. (3) Given the product [C:28]([C:18]1[CH:17]=[C:16]([NH2:15])[N:20]([C:21]2[CH:26]=[CH:25][CH:24]=[C:23]([O:27][CH2:33][CH2:34][N:35]3[CH2:40][CH2:39][O:38][CH2:37][CH2:36]3)[CH:22]=2)[N:19]=1)([CH3:31])([CH3:30])[CH3:29], predict the reactants needed to synthesize it. The reactants are: CC(OC(/N=N/C(OC(C)C)=O)=O)C.[NH2:15][C:16]1[N:20]([C:21]2[CH:22]=[C:23]([OH:27])[CH:24]=[CH:25][CH:26]=2)[N:19]=[C:18]([C:28]([CH3:31])([CH3:30])[CH3:29])[CH:17]=1.O[CH2:33][CH2:34][N:35]1[CH2:40][CH2:39][O:38][CH2:37][CH2:36]1.C1(P(C2C=CC=CC=2)C2C=CC=CC=2)C=CC=CC=1. (4) Given the product [Cl:1][C:2]1[CH:3]=[C:4]([CH2:9][C:10]([OH:12])=[O:11])[CH:5]=[C:6]([S:8][C:25]2[CH:26]=[CH:27][C:22]([S:19]([C:13]3[CH:18]=[CH:17][CH:16]=[CH:15][CH:14]=3)(=[O:21])=[O:20])=[CH:23][C:24]=2[F:29])[CH:7]=1, predict the reactants needed to synthesize it. The reactants are: [Cl:1][C:2]1[CH:3]=[C:4]([CH2:9][C:10]([OH:12])=[O:11])[CH:5]=[C:6]([SH:8])[CH:7]=1.[C:13]1([S:19]([C:22]2[CH:27]=[CH:26][C:25](F)=[C:24]([F:29])[CH:23]=2)(=[O:21])=[O:20])[CH:18]=[CH:17][CH:16]=[CH:15][CH:14]=1. (5) Given the product [CH3:21][N:17]1[C:18](=[O:19])[C:14]([CH2:13][NH:12][C:11](=[O:23])[C:8]2[CH:7]=[C:6]([C:24]3[CH:29]=[N:28][C:27]([N:30]4[CH2:31][CH2:32][NH:33][CH2:34][CH2:35]4)=[CH:26][CH:25]=3)[CH:5]=[C:4]([N:3]([CH2:1][CH3:2])[CH:43]3[CH2:48][CH2:47][O:46][CH2:45][CH2:44]3)[C:9]=2[CH3:10])=[C:15]([CH3:22])[NH:16]1, predict the reactants needed to synthesize it. The reactants are: [CH2:1]([N:3]([CH:43]1[CH2:48][CH2:47][O:46][CH2:45][CH2:44]1)[C:4]1[CH:5]=[C:6]([C:24]2[CH:25]=[CH:26][C:27]([N:30]3[CH2:35][CH2:34][N:33](C(OC(C)(C)C)=O)[CH2:32][CH2:31]3)=[N:28][CH:29]=2)[CH:7]=[C:8]([C:11](=[O:23])[NH:12][CH2:13][C:14]2[C:15]([CH3:22])=[N:16][N:17]([CH3:21])[C:18]=2[O:19]C)[C:9]=1[CH3:10])[CH3:2].[Na+].[I-].C[Si](Cl)(C)C.C(=O)(O)[O-].[Na+]. (6) Given the product [CH3:33][S:34]([O:4][C@H:2]([CH3:3])[CH2:1][O:5][C:6]([C:19]1[CH:24]=[CH:23][CH:22]=[CH:21][CH:20]=1)([C:13]1[CH:18]=[CH:17][CH:16]=[CH:15][CH:14]=1)[C:7]1[CH:12]=[CH:11][CH:10]=[CH:9][CH:8]=1)(=[O:36])=[O:35], predict the reactants needed to synthesize it. The reactants are: [CH2:1]([OH:5])[C@H:2]([OH:4])[CH3:3].[C:6](Cl)([C:19]1[CH:24]=[CH:23][CH:22]=[CH:21][CH:20]=1)([C:13]1[CH:18]=[CH:17][CH:16]=[CH:15][CH:14]=1)[C:7]1[CH:12]=[CH:11][CH:10]=[CH:9][CH:8]=1.C(N(CC)CC)C.[CH3:33][S:34](Cl)(=[O:36])=[O:35]. (7) Given the product [Br:10][C:11]1[CH:30]=[CH:29][C:14]2[O:15][CH2:16][CH:17]([F:7])[CH2:18][N:19]3[C:27]4[CH:26]=[CH:25][CH:24]=[CH:23][C:22]=4[CH:21]=[C:20]3[C:13]=2[CH:12]=1, predict the reactants needed to synthesize it. The reactants are: CCN(S(F)(F)[F:7])CC.[Br:10][C:11]1[CH:30]=[CH:29][C:14]2[O:15][CH2:16][CH:17](O)[CH2:18][N:19]3[C:27]4[CH:26]=[CH:25][CH:24]=[CH:23][C:22]=4[CH:21]=[C:20]3[C:13]=2[CH:12]=1.